From a dataset of Experimentally validated miRNA-target interactions with 360,000+ pairs, plus equal number of negative samples. Binary Classification. Given a miRNA mature sequence and a target amino acid sequence, predict their likelihood of interaction. Result: 0 (no interaction). The protein sequence of the target gene is MAEAEAAQLKEEGNRHFQLQDYKAATKSYSQALKLTKDKALLATLYRNRAACGLKMESYAQAASDASRAIDINSADIKALYRRCQALEHLGKLDQAFKDVQRCATLEPRNQNFQETLRRLNTSIQEQLRVQFSTDSRVQTMFEILLNENSEADKREKAANNLIVLGREEAGAERIFQSNGVALLLQLMNTQRPELLLAAVRTLSGMCSGHRARATAILHAVRIDRICSLMALENEEMSLAVCNLLQAIIDSLSGEDKREHRGKEEALVLDTKKDLKQITSHLLDMLVSKKVSGQGRDQAL.... The miRNA is hsa-miR-6735-5p with sequence CAGGGCAGAGGGCACAGGAAUCUGA.